Dataset: Peptide-MHC class I binding affinity with 185,985 pairs from IEDB/IMGT. Task: Regression. Given a peptide amino acid sequence and an MHC pseudo amino acid sequence, predict their binding affinity value. This is MHC class I binding data. (1) The peptide sequence is LVIGFLFLA. The binding affinity (normalized) is 0.725. The MHC is HLA-A02:03 with pseudo-sequence HLA-A02:03. (2) The peptide sequence is KEHVIQNAF. The MHC is HLA-B45:01 with pseudo-sequence HLA-B45:01. The binding affinity (normalized) is 0.414. (3) The peptide sequence is AYKKQFSQY. The MHC is HLA-A68:02 with pseudo-sequence HLA-A68:02. The binding affinity (normalized) is 0.0847. (4) The peptide sequence is MFAVGTWMM. The MHC is HLA-B57:01 with pseudo-sequence HLA-B57:01. The binding affinity (normalized) is 0.0847. (5) The peptide sequence is ALVEICTEMEK. The MHC is HLA-B40:01 with pseudo-sequence HLA-B40:01. The binding affinity (normalized) is 0. (6) The binding affinity (normalized) is 0.213. The peptide sequence is RRFNRTKPM. The MHC is HLA-B45:06 with pseudo-sequence HLA-B45:06. (7) The peptide sequence is RQLANLSKI. The binding affinity (normalized) is 0.605. The MHC is H-2-Db with pseudo-sequence H-2-Db. (8) The peptide sequence is MGMEQTMSV. The MHC is HLA-A24:03 with pseudo-sequence HLA-A24:03. The binding affinity (normalized) is 0.0847. (9) The peptide sequence is ATLMFRLV. The MHC is H-2-Db with pseudo-sequence H-2-Db. The binding affinity (normalized) is 0. (10) The peptide sequence is TAMAFHLTTR. The MHC is HLA-A31:01 with pseudo-sequence HLA-A31:01. The binding affinity (normalized) is 0.796.